Task: Predict the product of the given reaction.. Dataset: Forward reaction prediction with 1.9M reactions from USPTO patents (1976-2016) (1) Given the reactants C[Si]([N-][Si](C)(C)C)(C)C.[K+].[CH3:11][O:12][CH2:13][CH2:14][OH:15].[NH2:16][C:17]1[CH:24]=[C:23](F)[C:20]([C:21]#[N:22])=[CH:19][N:18]=1, predict the reaction product. The product is: [NH2:16][C:17]1[CH:24]=[C:23]([O:15][CH2:14][CH2:13][O:12][CH3:11])[C:20]([C:21]#[N:22])=[CH:19][N:18]=1. (2) Given the reactants [C:1]([O:5][C:6]([N:8]1[CH2:13][CH2:12][N:11]([C:14]2[CH:19]=[CH:18][C:17]([CH3:20])=[CH:16][C:15]=2Cl)[CH2:10][CH2:9]1)=[O:7])([CH3:4])([CH3:3])[CH3:2].P([O-])([O-])([O-])=O.[K+].[K+].[K+].[CH:30]1(B(O)O)[CH2:32][CH2:31]1.C1(C)C=CC=CC=1, predict the reaction product. The product is: [C:1]([O:5][C:6]([N:8]1[CH2:13][CH2:12][N:11]([C:14]2[CH:19]=[CH:18][C:17]([CH3:20])=[CH:16][C:15]=2[CH:30]2[CH2:32][CH2:31]2)[CH2:10][CH2:9]1)=[O:7])([CH3:4])([CH3:3])[CH3:2]. (3) Given the reactants [Cl:1][C:2]1[C:3]([CH3:10])=[C:4]([CH:7]=[CH:8][CH:9]=1)[CH:5]=O.C1(P(C2C=CC=CC=2)(C2C=CC=CC=2)=[CH:18][C:19]([O-:21])=[O:20])C=CC=CC=1.[CH3:34]O, predict the reaction product. The product is: [Cl:1][C:2]1[C:3]([CH3:10])=[C:4](/[CH:5]=[CH:18]/[C:19]([O:21][CH3:34])=[O:20])[CH:7]=[CH:8][CH:9]=1. (4) Given the reactants [CH3:1][O:2][C:3]1[CH:4]=[C:5]2[C:10](=[CH:11][C:12]=1[O:13][CH3:14])[N:9]=[CH:8][CH:7]=[C:6]2[O:15][C:16]1[CH:22]=[CH:21][C:19]([NH2:20])=[C:18]([N+:23]([O-:25])=[O:24])[CH:17]=1.C(N(CC)CC)C.ClC(Cl)(O[C:37](=[O:43])OC(Cl)(Cl)Cl)Cl.[CH2:45]([N:52]1[CH2:57][CH2:56][CH:55]([NH2:58])[CH2:54][CH2:53]1)[C:46]1[CH:51]=[CH:50][CH:49]=[CH:48][CH:47]=1, predict the reaction product. The product is: [CH2:45]([N:52]1[CH2:57][CH2:56][CH:55]([NH:58][C:37]([NH:20][C:19]2[CH:21]=[CH:22][C:16]([O:15][C:6]3[C:5]4[C:10](=[CH:11][C:12]([O:13][CH3:14])=[C:3]([O:2][CH3:1])[CH:4]=4)[N:9]=[CH:8][CH:7]=3)=[CH:17][C:18]=2[N+:23]([O-:25])=[O:24])=[O:43])[CH2:54][CH2:53]1)[C:46]1[CH:47]=[CH:48][CH:49]=[CH:50][CH:51]=1. (5) Given the reactants [C:1]([CH:3]([NH:7][C:8](=[O:14])[O:9][C:10]([CH3:13])([CH3:12])[CH3:11])[CH2:4][CH:5]=[CH2:6])#[N:2].[H-].[Na+].[CH3:17]OS(OC)(=O)=O.N, predict the reaction product. The product is: [C:1]([CH:3]([N:7]([CH3:17])[C:8](=[O:14])[O:9][C:10]([CH3:13])([CH3:12])[CH3:11])[CH2:4][CH:5]=[CH2:6])#[N:2]. (6) Given the reactants [CH2:1]([N:8]1[CH:13]=[CH:12][CH:11]=[C:10]([O:14]C)[C:9]1=[O:16])[C:2]1[CH:7]=[CH:6][CH:5]=[CH:4][CH:3]=1.B(Br)(Br)Br, predict the reaction product. The product is: [CH2:1]([N:8]1[CH:13]=[CH:12][CH:11]=[C:10]([OH:14])[C:9]1=[O:16])[C:2]1[CH:3]=[CH:4][CH:5]=[CH:6][CH:7]=1. (7) Given the reactants C(O[C:4](=[O:17])[C:5]1[CH:10]=[C:9]([F:11])[C:8]([F:12])=[CH:7][C:6]=1[NH:13][CH:14]1[CH2:16][CH2:15]1)C.ClS[N:20]=[C:21]=[O:22], predict the reaction product. The product is: [CH:14]1([N:13]2[C:6]3[C:5](=[CH:10][C:9]([F:11])=[C:8]([F:12])[CH:7]=3)[C:4](=[O:17])[NH:20][C:21]2=[O:22])[CH2:15][CH2:16]1. (8) Given the reactants [Cl:1][C:2]1[CH:7]=[C:6](I)[CH:5]=[CH:4][C:3]=1[F:9].[C:10]([O:15][CH2:16][CH3:17])(=[O:14])[C:11]#[C:12][CH3:13].N1CCC[C@H]1C(O)=O.C(=O)([O-])[O-].[Na+].[Na+].[N-:32]=[N+:33]=[N-:34].[Na+], predict the reaction product. The product is: [Cl:1][C:2]1[CH:7]=[C:6]([N:32]2[C:12]([CH3:13])=[C:11]([C:10]([O:15][CH2:16][CH3:17])=[O:14])[N:34]=[N:33]2)[CH:5]=[CH:4][C:3]=1[F:9].